This data is from Forward reaction prediction with 1.9M reactions from USPTO patents (1976-2016). The task is: Predict the product of the given reaction. (1) Given the reactants C([O:3][C:4](=[O:17])[CH:5]([C:7]1[CH:8]=[CH:9][C:10]2[O:14][C:13](=[S:15])[NH:12][C:11]=2[CH:16]=1)[CH3:6])C.[OH-].[Na+].C(O)(=O)C, predict the reaction product. The product is: [S:15]=[C:13]1[NH:12][C:11]2[CH:16]=[C:7]([CH:5]([CH3:6])[C:4]([OH:17])=[O:3])[CH:8]=[CH:9][C:10]=2[O:14]1. (2) Given the reactants [N:1]([O-])=O.[Na+].[CH3:5][O:6][CH2:7][C:8]1[O:12][N:11]=[C:10]([C:13]([NH:15][NH2:16])=[O:14])[CH:9]=1, predict the reaction product. The product is: [CH3:5][O:6][CH2:7][C:8]1[O:12][N:11]=[C:10]([C:13]([N:15]=[N+:16]=[N-:1])=[O:14])[CH:9]=1. (3) Given the reactants C(OC(=O)[NH:7][C:8]1[S:9][C:10]([C:34]2[CH:39]=[CH:38][CH:37]=[CH:36][N:35]=2)=[CH:11][C:12]=1[C:13]([N:15]1[CH2:20][CH2:19][CH:18]([N:21]2[CH2:33][CH2:32][CH2:31][C:23]3([C:27](=[O:28])[O:26][C:25]([CH3:30])([CH3:29])[CH2:24]3)[CH2:22]2)[CH2:17][CH2:16]1)=[O:14])(C)(C)C, predict the reaction product. The product is: [NH2:7][C:8]1[S:9][C:10]([C:34]2[CH:39]=[CH:38][CH:37]=[CH:36][N:35]=2)=[CH:11][C:12]=1[C:13]([N:15]1[CH2:20][CH2:19][CH:18]([N:21]2[CH2:33][CH2:32][CH2:31][C:23]3([C:27](=[O:28])[O:26][C:25]([CH3:30])([CH3:29])[CH2:24]3)[CH2:22]2)[CH2:17][CH2:16]1)=[O:14]. (4) Given the reactants CS(C)=O.C(Cl)(=O)C(Cl)=O.[OH:11][CH2:12][C:13]1([C:16]([O:18][CH3:19])=[O:17])[CH2:15][CH2:14]1.C(N(CC)C(C)C)(C)C.Cl, predict the reaction product. The product is: [CH:12]([C:13]1([C:16]([O:18][CH3:19])=[O:17])[CH2:15][CH2:14]1)=[O:11]. (5) Given the reactants [Cl:1][C:2]1[CH:7]=[CH:6][C:5]([C:8]([CH:10]2[CH2:12][CH:11]2[C:13]#[N:14])=[O:9])=[CH:4][CH:3]=1.[CH3:15][Mg]Br, predict the reaction product. The product is: [Cl:1][C:2]1[CH:3]=[CH:4][C:5]([C:8]([CH:10]2[CH2:12][CH:11]2[C:13]#[N:14])([OH:9])[CH3:15])=[CH:6][CH:7]=1. (6) Given the reactants [F:1][C:2]1[CH:7]=[C:6]([N+:8]([O-])=O)[CH:5]=[CH:4][C:3]=1[N:11]1[CH2:14][CH:13]([OH:15])[CH2:12]1, predict the reaction product. The product is: [NH2:8][C:6]1[CH:5]=[CH:4][C:3]([N:11]2[CH2:12][CH:13]([OH:15])[CH2:14]2)=[C:2]([F:1])[CH:7]=1. (7) Given the reactants [NH:1]1[C:5]2[C:6]3[C:11]([C:12]4[CH:13]=[CH:14][CH:15]=[CH:16][C:17]=4[C:4]=2[N:3]=[C:2]1[C:18]1[C:25]([C:26]#[N:27])=[CH:24][CH:23]=[CH:22][C:19]=1[C:20]#[N:21])=[CH:10][CH:9]=[CH:8][CH:7]=3.C(=O)([O-])[O-].[Cs+].[Cs+].O.C(OCC)(=O)C.[Cl:41][CH2:42]I, predict the reaction product. The product is: [Cl:41][CH2:42][N:1]1[C:5]2[C:6]3[C:11]([C:12]4[CH:13]=[CH:14][CH:15]=[CH:16][C:17]=4[C:4]=2[N:3]=[C:2]1[C:18]1[C:25]([C:26]#[N:27])=[CH:24][CH:23]=[CH:22][C:19]=1[C:20]#[N:21])=[CH:10][CH:9]=[CH:8][CH:7]=3.